This data is from Forward reaction prediction with 1.9M reactions from USPTO patents (1976-2016). The task is: Predict the product of the given reaction. Given the reactants [Br:1][C:2]1[C:11]([O:12][CH2:13][C:14]#[N:15])=[CH:10][CH:9]=[C:8]2[C:3]=1[CH:4]=[CH:5][C:6]([CH2:16][N:17]([CH3:34])[C:18]([C:20]1[CH:21]=[N:22][N:23]([C:28]3[CH:33]=[CH:32][CH:31]=[CH:30][CH:29]=3)[C:24]=1[CH2:25][CH2:26][CH3:27])=[O:19])=[CH:7]2.[N-:35]=[N+:36]=[N-:37].[Na+].[Cl-].[NH4+].[OH-].[Na+], predict the reaction product. The product is: [Br:1][C:2]1[C:11]([O:12][CH2:13][C:14]2[NH:37][N:36]=[N:35][N:15]=2)=[CH:10][CH:9]=[C:8]2[C:3]=1[CH:4]=[CH:5][C:6]([CH2:16][N:17]([CH3:34])[C:18]([C:20]1[CH:21]=[N:22][N:23]([C:28]3[CH:29]=[CH:30][CH:31]=[CH:32][CH:33]=3)[C:24]=1[CH2:25][CH2:26][CH3:27])=[O:19])=[CH:7]2.